From a dataset of Forward reaction prediction with 1.9M reactions from USPTO patents (1976-2016). Predict the product of the given reaction. Given the reactants [Cl-].[Al+3].[Cl-].[Cl-].[Cl:5][C:6]1[CH:13]=[CH:12][C:9]([C:10]#[N:11])=[CH:8][CH:7]=1.[CH3:14][S:15][C:16]1[CH:22]=[CH:21][C:19]([NH2:20])=[CH:18][CH:17]=1, predict the reaction product. The product is: [CH3:14][S:15][C:16]1[CH:22]=[CH:21][C:19]([NH:20][C:10](=[NH:11])[C:9]2[CH:12]=[CH:13][C:6]([Cl:5])=[CH:7][CH:8]=2)=[CH:18][CH:17]=1.